Dataset: Full USPTO retrosynthesis dataset with 1.9M reactions from patents (1976-2016). Task: Predict the reactants needed to synthesize the given product. Given the product [Cl:32][C:33]1[CH:34]=[C:35]2[C:39](=[CH:40][CH:41]=1)[N:38]([CH2:42][C:43]([O:45][CH3:46])=[O:44])[C:37]([CH3:2])=[C:36]2[CH2:47][C:48]1[CH:53]=[CH:52][C:51](=[O:54])[N:50]([CH2:60][C:59]2[CH:62]=[CH:63][CH:64]=[C:57]([F:56])[CH:58]=2)[CH:49]=1, predict the reactants needed to synthesize it. The reactants are: F[C:2]1C=CC=C(F)C=1CN1C(=O)C=CC(CC2C3C(=CC=CC=3)N(CC(O)=O)C=2C)=C1.[Cl:32][C:33]1[CH:34]=[C:35]2[C:39](=[CH:40][CH:41]=1)[N:38]([CH2:42][C:43]([O:45][CH3:46])=[O:44])[CH:37]=[C:36]2[CH2:47][C:48]1[CH:49]=[N:50][C:51]([O:54]C)=[CH:52][CH:53]=1.[F:56][C:57]1[CH:58]=[C:59]([CH:62]=[CH:63][CH:64]=1)[CH2:60]Br.[Na+].[I-].